Dataset: NCI-60 drug combinations with 297,098 pairs across 59 cell lines. Task: Regression. Given two drug SMILES strings and cell line genomic features, predict the synergy score measuring deviation from expected non-interaction effect. (1) Drug 1: CN(C)N=NC1=C(NC=N1)C(=O)N. Drug 2: CC1CCC2CC(C(=CC=CC=CC(CC(C(=O)C(C(C(=CC(C(=O)CC(OC(=O)C3CCCCN3C(=O)C(=O)C1(O2)O)C(C)CC4CCC(C(C4)OC)O)C)C)O)OC)C)C)C)OC. Cell line: K-562. Synergy scores: CSS=26.0, Synergy_ZIP=-2.99, Synergy_Bliss=-0.411, Synergy_Loewe=-11.8, Synergy_HSA=2.93. (2) Drug 1: C1=CN(C=N1)CC(O)(P(=O)(O)O)P(=O)(O)O. Drug 2: C(CN)CNCCSP(=O)(O)O. Cell line: MOLT-4. Synergy scores: CSS=-2.30, Synergy_ZIP=1.75, Synergy_Bliss=-0.352, Synergy_Loewe=-2.87, Synergy_HSA=-3.87. (3) Drug 1: C1C(C(OC1N2C=NC3=C(N=C(N=C32)Cl)N)CO)O. Drug 2: CC12CCC3C(C1CCC2O)C(CC4=C3C=CC(=C4)O)CCCCCCCCCS(=O)CCCC(C(F)(F)F)(F)F. Cell line: EKVX. Synergy scores: CSS=-2.69, Synergy_ZIP=2.44, Synergy_Bliss=2.54, Synergy_Loewe=-0.295, Synergy_HSA=-1.35. (4) Drug 1: C1=CC(=CC=C1CC(C(=O)O)N)N(CCCl)CCCl.Cl. Drug 2: CC1C(C(CC(O1)OC2CC(CC3=C2C(=C4C(=C3O)C(=O)C5=C(C4=O)C(=CC=C5)OC)O)(C(=O)CO)O)N)O.Cl. Cell line: T-47D. Synergy scores: CSS=46.2, Synergy_ZIP=-0.521, Synergy_Bliss=2.41, Synergy_Loewe=-6.56, Synergy_HSA=3.16. (5) Drug 1: CN1C(=O)N2C=NC(=C2N=N1)C(=O)N. Drug 2: CS(=O)(=O)OCCCCOS(=O)(=O)C. Cell line: SK-OV-3. Synergy scores: CSS=-0.394, Synergy_ZIP=1.57, Synergy_Bliss=1.84, Synergy_Loewe=-0.719, Synergy_HSA=-1.58. (6) Drug 1: CN(C)N=NC1=C(NC=N1)C(=O)N. Drug 2: CN1C(=O)N2C=NC(=C2N=N1)C(=O)N. Cell line: A498. Synergy scores: CSS=-1.86, Synergy_ZIP=0.781, Synergy_Bliss=0.909, Synergy_Loewe=-2.78, Synergy_HSA=-1.55. (7) Drug 1: C1CCN(CC1)CCOC2=CC=C(C=C2)C(=O)C3=C(SC4=C3C=CC(=C4)O)C5=CC=C(C=C5)O. Drug 2: CN(CC1=CN=C2C(=N1)C(=NC(=N2)N)N)C3=CC=C(C=C3)C(=O)NC(CCC(=O)O)C(=O)O. Cell line: BT-549. Synergy scores: CSS=9.10, Synergy_ZIP=-0.486, Synergy_Bliss=2.82, Synergy_Loewe=-0.162, Synergy_HSA=0.484. (8) Drug 2: C1C(C(OC1N2C=NC(=NC2=O)N)CO)O. Cell line: SF-295. Drug 1: CNC(=O)C1=NC=CC(=C1)OC2=CC=C(C=C2)NC(=O)NC3=CC(=C(C=C3)Cl)C(F)(F)F. Synergy scores: CSS=0.724, Synergy_ZIP=0.189, Synergy_Bliss=1.14, Synergy_Loewe=-0.329, Synergy_HSA=-0.349. (9) Drug 1: C1CCC(C1)C(CC#N)N2C=C(C=N2)C3=C4C=CNC4=NC=N3. Drug 2: CN(CCCl)CCCl.Cl. Cell line: MDA-MB-231. Synergy scores: CSS=11.4, Synergy_ZIP=-3.98, Synergy_Bliss=-3.29, Synergy_Loewe=-7.78, Synergy_HSA=-4.57. (10) Drug 1: CCCCC(=O)OCC(=O)C1(CC(C2=C(C1)C(=C3C(=C2O)C(=O)C4=C(C3=O)C=CC=C4OC)O)OC5CC(C(C(O5)C)O)NC(=O)C(F)(F)F)O. Drug 2: CC1=C2C(C(=O)C3(C(CC4C(C3C(C(C2(C)C)(CC1OC(=O)C(C(C5=CC=CC=C5)NC(=O)OC(C)(C)C)O)O)OC(=O)C6=CC=CC=C6)(CO4)OC(=O)C)O)C)O. Cell line: SW-620. Synergy scores: CSS=53.2, Synergy_ZIP=17.0, Synergy_Bliss=20.5, Synergy_Loewe=19.1, Synergy_HSA=19.5.